This data is from Reaction yield outcomes from USPTO patents with 853,638 reactions. The task is: Predict the reaction yield, written as a fraction of the theoretical maximum amount of product (1.0 means a 100% yield; for example, 0.34 means a 34% yield). (1) The reactants are [CH3:1][N:2]1[CH:6]=[C:5](B2OC(C)(C)C(C)(C)O2)[C:4]([CH3:16])=[N:3]1.[Cl-].[Li+].Br[C:20]1[N:21]=[C:22]2[C:28]([CH:29]=[O:30])=[CH:27][N:26]([CH2:31][O:32][CH2:33][CH2:34][Si:35]([CH3:38])([CH3:37])[CH3:36])[C:23]2=[N:24][CH:25]=1.[O-]P([O-])([O-])=O.[K+].[K+].[K+]. The catalyst is O.C(OCC)(=O)C.N#N.C1(C=CC=CC=1)[P](C1C=CC=CC=1)(C1C=CC=CC=1)[Pd][P](C1C=CC=CC=1)(C1C=CC=CC=1)C1C=CC=CC=1.C1(C)C=CC=CC=1.C(O)C. The product is [CH3:1][N:2]1[CH:6]=[C:5]([C:20]2[N:21]=[C:22]3[C:28]([CH:29]=[O:30])=[CH:27][N:26]([CH2:31][O:32][CH2:33][CH2:34][Si:35]([CH3:38])([CH3:37])[CH3:36])[C:23]3=[N:24][CH:25]=2)[C:4]([CH3:16])=[N:3]1. The yield is 0.710. (2) The reactants are [C:1]([C:5]1[CH:38]=[CH:37][C:8]([C:9]([NH:11]C(C2C=CC(C3C=CN=C4NC(C5C=NN(C)C=5)=NC=34)=CC=2F)(C)C)=[O:10])=[CH:7][CH:6]=1)([CH3:4])([CH3:3])[CH3:2].[Br:39][C:40]1[CH:45]=[CH:44][C:43]([CH2:46]N)=[C:42]([CH3:48])[CH:41]=1.C(=O)(O)[O-].[Na+].O.C1COCC1. No catalyst specified. The product is [Br:39][C:40]1[CH:45]=[CH:44][C:43]([CH2:46][NH:11][C:9](=[O:10])[C:8]2[CH:7]=[CH:6][C:5]([C:1]([CH3:3])([CH3:2])[CH3:4])=[CH:38][CH:37]=2)=[C:42]([CH3:48])[CH:41]=1. The yield is 0.660. (3) The reactants are [N+:1]([C:4]1[CH:9]=[CH:8][C:7]([C:10]2[CH:15]=[CH:14][C:13]([NH:16][C:17](=[O:21])[CH2:18][CH2:19][CH3:20])=[CH:12][CH:11]=2)=[CH:6][CH:5]=1)([O-])=O.[Cl-].[NH4+].O.[CH3:25]O. The catalyst is [Fe]. The product is [NH2:1][C:4]1[CH:9]=[CH:8][C:7]([C:10]2[CH:15]=[CH:14][C:13]([NH:16][C:17](=[O:21])[CH2:18][CH2:19][CH2:20][CH3:25])=[CH:12][CH:11]=2)=[CH:6][CH:5]=1. The yield is 0.540. (4) The reactants are Br[C:2]1[S:11][C:5]2[N:6]=[CH:7][N:8]=[C:9]([Cl:10])[C:4]=2[CH:3]=1.[F:12][C:13]1[CH:18]=[CH:17][C:16](B(O)O)=[CH:15][CH:14]=1.C([O-])([O-])=O.[K+].[K+].Cl. The yield is 0.470. The product is [Cl:10][C:9]1[C:4]2[CH:3]=[C:2]([C:16]3[CH:17]=[CH:18][C:13]([F:12])=[CH:14][CH:15]=3)[S:11][C:5]=2[N:6]=[CH:7][N:8]=1. The catalyst is O1CCOCC1.O.C1C=CC([P]([Pd]([P](C2C=CC=CC=2)(C2C=CC=CC=2)C2C=CC=CC=2)([P](C2C=CC=CC=2)(C2C=CC=CC=2)C2C=CC=CC=2)[P](C2C=CC=CC=2)(C2C=CC=CC=2)C2C=CC=CC=2)(C2C=CC=CC=2)C2C=CC=CC=2)=CC=1. (5) The reactants are [C:1]([N:9]1[CH2:14][CH2:13][CH2:12][CH:11]([C:15]([O:17][CH2:18][CH3:19])=[O:16])[CH2:10]1)(=[O:8])[C:2]1[CH:7]=[CH:6][CH:5]=[CH:4][CH:3]=1.[Li+].CC([N-]C(C)C)C.[CH2:28](Br)[C:29]1[CH:34]=[CH:33][CH:32]=[CH:31][CH:30]=1.N#N.Cl. The catalyst is C1COCC1. The product is [C:1]([N:9]1[CH2:14][CH2:13][CH2:12][C:11]([CH2:28][C:29]2[CH:34]=[CH:33][CH:32]=[CH:31][CH:30]=2)([C:15]([O:17][CH2:18][CH3:19])=[O:16])[CH2:10]1)(=[O:8])[C:2]1[CH:3]=[CH:4][CH:5]=[CH:6][CH:7]=1. The yield is 0.910. (6) The reactants are [NH2:1][CH2:2][C:3]1[CH:12]=[C:11]2[C:6]([C:7]([C:25]3[CH:30]=[CH:29][C:28]([CH3:31])=[C:27]([CH3:32])[CH:26]=3)=[C:8]([CH:15]([O:20][C:21]([CH3:24])([CH3:23])[CH3:22])[C:16]([O:18][CH3:19])=[O:17])[N:9]([CH3:14])[C:10]2=[O:13])=[CH:5][CH:4]=1.CCN(CC)CC.[CH3:40][S:41](Cl)(=[O:43])=[O:42]. The catalyst is ClCCl. The product is [C:21]([O:20][CH:15]([C:8]1[N:9]([CH3:14])[C:10](=[O:13])[C:11]2[C:6]([C:7]=1[C:25]1[CH:30]=[CH:29][C:28]([CH3:31])=[C:27]([CH3:32])[CH:26]=1)=[CH:5][CH:4]=[C:3]([CH2:2][NH:1][S:41]([CH3:40])(=[O:43])=[O:42])[CH:12]=2)[C:16]([O:18][CH3:19])=[O:17])([CH3:22])([CH3:23])[CH3:24]. The yield is 0.850.